Dataset: CYP2C9 inhibition data for predicting drug metabolism from PubChem BioAssay. Task: Regression/Classification. Given a drug SMILES string, predict its absorption, distribution, metabolism, or excretion properties. Task type varies by dataset: regression for continuous measurements (e.g., permeability, clearance, half-life) or binary classification for categorical outcomes (e.g., BBB penetration, CYP inhibition). Dataset: cyp2c9_veith. The compound is O=C(O)COc1ccc(-c2nccc(-c3cccs3)n2)cc1. The result is 0 (non-inhibitor).